Dataset: Reaction yield outcomes from USPTO patents with 853,638 reactions. Task: Predict the reaction yield, written as a fraction of the theoretical maximum amount of product (1.0 means a 100% yield; for example, 0.34 means a 34% yield). (1) The catalyst is C(O)C. The yield is 0.460. The reactants are O.[NH2:2][NH2:3].F[C:5]1[C:10]([I:11])=[CH:9][CH:8]=[CH:7][N:6]=1. The product is [NH:2]([C:5]1[C:10]([I:11])=[CH:9][CH:8]=[CH:7][N:6]=1)[NH2:3]. (2) The reactants are N(C(OCC)=O)=NC(OCC)=O.[OH:13][C:14]1[CH:19]=[CH:18][C:17]([S:20]([NH:23][CH2:24][C@H:25]([N:30]2[CH2:35][CH2:34][N:33]([S:36]([CH3:39])(=[O:38])=[O:37])[CH2:32][CH2:31]2)[C:26]([O:28][CH3:29])=[O:27])(=[O:22])=[O:21])=[CH:16][CH:15]=1.[C:40]1([C:46]2[CH:51]=[C:50]([CH2:52]O)[CH:49]=[CH:48][N:47]=2)[CH:45]=[CH:44][CH:43]=[CH:42][CH:41]=1.C1(P(C2C=CC=CC=2)C2C=CC=CC=2)C=CC=CC=1. The catalyst is O1CCCC1. The product is [CH3:39][S:36]([N:33]1[CH2:32][CH2:31][N:30]([C@@H:25]([CH2:24][NH:23][S:20]([C:17]2[CH:18]=[CH:19][C:14]([O:13][CH2:52][C:50]3[CH:49]=[CH:48][N:47]=[C:46]([C:40]4[CH:41]=[CH:42][CH:43]=[CH:44][CH:45]=4)[CH:51]=3)=[CH:15][CH:16]=2)(=[O:21])=[O:22])[C:26]([O:28][CH3:29])=[O:27])[CH2:35][CH2:34]1)(=[O:38])=[O:37]. The yield is 0.570. (3) The reactants are [C:1]([O:4][CH:5]1[C:9]2=[N:10][CH:11]=[C:12]([NH2:28])[C:13]([N:14]3[CH2:19][CH2:18][CH2:17][C@H:16]([NH:20][C:21]([O:23][C:24]([CH3:27])([CH3:26])[CH3:25])=[O:22])[CH2:15]3)=[C:8]2[CH2:7][CH2:6]1)(=[O:3])[CH3:2].[C:29]([O:33][C:34]([NH:36][C:37]1[S:41][C:40]([C:42]2[C:47]([F:48])=[CH:46][CH:45]=[C:44]([O:49][CH3:50])[C:43]=2[F:51])=[N:39][C:38]=1[C:52](O)=[O:53])=[O:35])([CH3:32])([CH3:31])[CH3:30].CN(C(ON1N=NC2C=CC=NC1=2)=[N+](C)C)C.F[P-](F)(F)(F)(F)F.CCN(C(C)C)C(C)C. The catalyst is CN(C=O)C.CO. The product is [C:1]([O:4][CH:5]1[C:9]2=[N:10][CH:11]=[C:12]([NH:28][C:52]([C:38]3[N:39]=[C:40]([C:42]4[C:47]([F:48])=[CH:46][CH:45]=[C:44]([O:49][CH3:50])[C:43]=4[F:51])[S:41][C:37]=3[NH:36][C:34]([O:33][C:29]([CH3:32])([CH3:31])[CH3:30])=[O:35])=[O:53])[C:13]([N:14]3[CH2:19][CH2:18][CH2:17][C@H:16]([NH:20][C:21]([O:23][C:24]([CH3:27])([CH3:26])[CH3:25])=[O:22])[CH2:15]3)=[C:8]2[CH2:7][CH2:6]1)(=[O:3])[CH3:2]. The yield is 0.160. (4) The reactants are CC1(C)[O:6][C@@H:5]([C@H:7]([NH:11][CH2:12][C:13]2[C:17]3[N:18]=[CH:19][N:20]=[C:21]([OH:22])[C:16]=3[NH:15][CH:14]=2)[CH2:8][S:9][CH3:10])[CH2:4][O:3]1.Cl. The catalyst is CO. The product is [OH:6][C@H:5]([CH2:4][OH:3])[C@H:7]([NH:11][CH2:12][C:13]1[C:17]2[N:18]=[CH:19][NH:20][C:21](=[O:22])[C:16]=2[NH:15][CH:14]=1)[CH2:8][S:9][CH3:10]. The yield is 0.720. (5) The reactants are [CH3:1][S:2]([N:5]1[CH2:10][CH2:9][CH2:8][CH:7]([CH2:11][NH:12][C:13]([C:15]2[C:23]3[C:18](=[N:19][CH:20]=[C:21]([CH:24]4[CH2:26][CH2:25]4)[N:22]=3)[N:17](COCC[Si](C)(C)C)[CH:16]=2)=[O:14])[CH2:6]1)(=[O:4])=[O:3].FC(F)(F)C(O)=O.C(N)CN.O. The catalyst is C(Cl)Cl.CCOC(C)=O. The product is [CH3:1][S:2]([N:5]1[CH2:10][CH2:9][CH2:8][CH:7]([CH2:11][NH:12][C:13]([C:15]2[C:23]3[C:18](=[N:19][CH:20]=[C:21]([CH:24]4[CH2:25][CH2:26]4)[N:22]=3)[NH:17][CH:16]=2)=[O:14])[CH2:6]1)(=[O:4])=[O:3]. The yield is 0.500. (6) The reactants are [Cl:1][C:2]1[CH:3]=[C:4]([NH:16][C:17]2[C:26]3[C:25]([OH:27])=[CH:24][CH:23]=[CH:22][C:21]=3[N:20]=[CH:19][N:18]=2)[CH:5]=[CH:6][C:7]=1[O:8][CH2:9][C:10]1[CH:15]=[CH:14][CH:13]=[CH:12][N:11]=1.O[C@H:29]1[CH2:34][CH2:33][O:32][C:30]1=[O:31].C1(P(C2C=CC=CC=2)C2C=CC=CC=2)C=CC=CC=1.[CH3:54][NH2:55]. The catalyst is C(Cl)Cl.C1COCC1. The product is [Cl:1][C:2]1[CH:3]=[C:4]([NH:16][C:17]2[C:26]3[C:21](=[CH:22][CH:23]=[CH:24][C:25]=3[O:27][C@H:29]([CH2:34][CH2:33][OH:32])[C:30]([NH:55][CH3:54])=[O:31])[N:20]=[CH:19][N:18]=2)[CH:5]=[CH:6][C:7]=1[O:8][CH2:9][C:10]1[CH:15]=[CH:14][CH:13]=[CH:12][N:11]=1. The yield is 0.200. (7) The reactants are Cl[C:2]1[N:3]=[CH:4][C:5]2[N:11]([CH3:12])[C:10](=[O:13])[C:9]3([CH2:15][CH2:14]3)[CH2:8][N:7]([CH:16]3[CH2:20][CH2:19][CH2:18][CH2:17]3)[C:6]=2[N:21]=1.[NH2:22][C:23]1[CH:31]=[CH:30][C:26]([C:27]([OH:29])=[O:28])=[CH:25][C:24]=1[F:32].C(O)(C(F)(F)F)=O. No catalyst specified. The product is [CH:16]1([N:7]2[CH2:8][C:9]3([CH2:15][CH2:14]3)[C:10](=[O:13])[N:11]([CH3:12])[C:5]3[CH:4]=[N:3][C:2]([NH:22][C:23]4[CH:31]=[CH:30][C:26]([C:27]([OH:29])=[O:28])=[CH:25][C:24]=4[F:32])=[N:21][C:6]2=3)[CH2:20][CH2:19][CH2:18][CH2:17]1. The yield is 0.710. (8) The reactants are [ClH:1].C([N:9]1[CH2:14][CH2:13][O:12][CH:11]([C:15]([C:29]2[CH:34]=[CH:33][CH:32]=[CH:31][CH:30]=2)([OH:28])[CH2:16][C:17]2[CH:22]=[CH:21][CH:20]=[CH:19][C:18]=2[O:23][C:24]([F:27])([F:26])[F:25])[CH2:10]1)C1C=CC=CC=1.O. The catalyst is [Pd].CC(O)C. The product is [ClH:1].[NH:9]1[CH2:14][CH2:13][O:12][C@@H:11]([C@:15]([C:29]2[CH:30]=[CH:31][CH:32]=[CH:33][CH:34]=2)([OH:28])[CH2:16][C:17]2[CH:22]=[CH:21][CH:20]=[CH:19][C:18]=2[O:23][C:24]([F:27])([F:26])[F:25])[CH2:10]1. The yield is 0.810. (9) The reactants are C([O:3][C:4]([C:6]1[CH:7]=[C:8]2[C:13](=[CH:14][CH:15]=1)[NH:12][CH:11]([C:16]1[CH:21]=[CH:20][CH:19]=[C:18]([NH:22][C:23](=[O:30])[C:24]3[CH:29]=[CH:28][CH:27]=[CH:26][CH:25]=3)[CH:17]=1)[C:10]([CH3:32])([CH3:31])[CH2:9]2)=[O:5])C.Cl. The catalyst is CO.O1CCCC1.[OH-].[Na+].O. The product is [C:23]([NH:22][C:18]1[CH:17]=[C:16]([CH:11]2[C:10]([CH3:32])([CH3:31])[CH2:9][C:8]3[C:13](=[CH:14][CH:15]=[C:6]([C:4]([OH:5])=[O:3])[CH:7]=3)[NH:12]2)[CH:21]=[CH:20][CH:19]=1)(=[O:30])[C:24]1[CH:29]=[CH:28][CH:27]=[CH:26][CH:25]=1. The yield is 0.440.